From a dataset of CYP3A4 inhibition data for predicting drug metabolism from PubChem BioAssay. Regression/Classification. Given a drug SMILES string, predict its absorption, distribution, metabolism, or excretion properties. Task type varies by dataset: regression for continuous measurements (e.g., permeability, clearance, half-life) or binary classification for categorical outcomes (e.g., BBB penetration, CYP inhibition). Dataset: cyp3a4_veith. (1) The drug is Cc1ccc(C(=O)CNc2nc3c(c(=O)[nH]c(=O)n3C)n2Cc2ccccc2)cc1. The result is 1 (inhibitor). (2) The compound is CC(C)(C)NC(=O)C(=O)N/N=C/c1ccc(Br)cc1. The result is 0 (non-inhibitor). (3) The drug is Cc1ncc(N=Nc2ccccc2Cl)c(-c2ccccc2)n1. The result is 0 (non-inhibitor). (4) The compound is Nc1ccccc1N=Nc1c(S(=O)(=O)O)cc2cc(S(=O)(=O)O)cc(O)c2c1O. The result is 0 (non-inhibitor). (5) The compound is O=S(=O)(c1ccccc1)N1CCC2(CC1)CN(Cc1ccccc1)C2. The result is 0 (non-inhibitor). (6) The molecule is CC1(C)[C@@H]2CC[C@]1(C)[C@@H](OC(=O)CSC#N)C2. The result is 0 (non-inhibitor).